This data is from Full USPTO retrosynthesis dataset with 1.9M reactions from patents (1976-2016). The task is: Predict the reactants needed to synthesize the given product. (1) Given the product [CH2:1]([O:8][C:9](=[O:21])[C:10]1[CH:15]=[C:14]([S:16]([CH3:19])(=[O:17])=[O:18])[CH:13]=[CH:12][C:11]=1[O:20][C:31](=[O:32])[N:30]([CH3:34])[CH3:29])[C:2]1[CH:7]=[CH:6][CH:5]=[CH:4][CH:3]=1, predict the reactants needed to synthesize it. The reactants are: [CH2:1]([O:8][C:9](=[O:21])[C:10]1[CH:15]=[C:14]([S:16]([CH3:19])(=[O:18])=[O:17])[CH:13]=[CH:12][C:11]=1[OH:20])[C:2]1[CH:7]=[CH:6][CH:5]=[CH:4][CH:3]=1.CN1CCOCC1.[CH3:29][N:30]([CH3:34])[C:31](Cl)=[O:32]. (2) Given the product [NH2:1][C:2]1[C:11]2[N:10]=[CH:9][C:8]([CH2:12][CH2:13][C:14]3[CH:22]=[CH:21][C:17]([C:18]([NH:31][CH2:30][CH2:29][NH2:32])=[O:19])=[CH:16][C:15]=3[CH3:23])=[CH:7][C:6]=2[C:5]2[CH:24]=[CH:25][C:26]([CH3:28])=[CH:27][C:4]=2[N:3]=1, predict the reactants needed to synthesize it. The reactants are: [NH2:1][C:2]1[C:11]2[N:10]=[CH:9][C:8]([CH2:12][CH2:13][C:14]3[CH:22]=[CH:21][C:17]([C:18](Cl)=[O:19])=[CH:16][C:15]=3[CH3:23])=[CH:7][C:6]=2[C:5]2[CH:24]=[CH:25][C:26]([CH3:28])=[CH:27][C:4]=2[N:3]=1.[CH2:29]([NH2:32])[CH2:30][NH2:31].